Regression. Given two drug SMILES strings and cell line genomic features, predict the synergy score measuring deviation from expected non-interaction effect. From a dataset of NCI-60 drug combinations with 297,098 pairs across 59 cell lines. (1) Drug 1: CC1C(C(CC(O1)OC2CC(OC(C2O)C)OC3=CC4=CC5=C(C(=O)C(C(C5)C(C(=O)C(C(C)O)O)OC)OC6CC(C(C(O6)C)O)OC7CC(C(C(O7)C)O)OC8CC(C(C(O8)C)O)(C)O)C(=C4C(=C3C)O)O)O)O. Drug 2: CCC1(C2=C(COC1=O)C(=O)N3CC4=CC5=C(C=CC(=C5CN(C)C)O)N=C4C3=C2)O.Cl. Cell line: IGROV1. Synergy scores: CSS=45.3, Synergy_ZIP=-3.72, Synergy_Bliss=1.52, Synergy_Loewe=0.980, Synergy_HSA=2.02. (2) Drug 1: COC1=NC(=NC2=C1N=CN2C3C(C(C(O3)CO)O)O)N. Drug 2: CC12CCC3C(C1CCC2O)C(CC4=C3C=CC(=C4)O)CCCCCCCCCS(=O)CCCC(C(F)(F)F)(F)F. Cell line: CCRF-CEM. Synergy scores: CSS=43.4, Synergy_ZIP=-0.516, Synergy_Bliss=-6.40, Synergy_Loewe=-22.0, Synergy_HSA=-8.88. (3) Drug 1: C1=CC(=CC=C1C#N)C(C2=CC=C(C=C2)C#N)N3C=NC=N3. Drug 2: CCC1=C2CN3C(=CC4=C(C3=O)COC(=O)C4(CC)O)C2=NC5=C1C=C(C=C5)O. Cell line: M14. Synergy scores: CSS=3.16, Synergy_ZIP=0.146, Synergy_Bliss=1.38, Synergy_Loewe=-41.8, Synergy_HSA=-7.64. (4) Drug 1: CC1C(C(CC(O1)OC2CC(OC(C2O)C)OC3=CC4=CC5=C(C(=O)C(C(C5)C(C(=O)C(C(C)O)O)OC)OC6CC(C(C(O6)C)O)OC7CC(C(C(O7)C)O)OC8CC(C(C(O8)C)O)(C)O)C(=C4C(=C3C)O)O)O)O. Drug 2: CC1CCC2CC(C(=CC=CC=CC(CC(C(=O)C(C(C(=CC(C(=O)CC(OC(=O)C3CCCCN3C(=O)C(=O)C1(O2)O)C(C)CC4CCC(C(C4)OC)O)C)C)O)OC)C)C)C)OC. Cell line: OVCAR-8. Synergy scores: CSS=53.3, Synergy_ZIP=5.08, Synergy_Bliss=6.72, Synergy_Loewe=3.02, Synergy_HSA=6.31. (5) Drug 1: CS(=O)(=O)CCNCC1=CC=C(O1)C2=CC3=C(C=C2)N=CN=C3NC4=CC(=C(C=C4)OCC5=CC(=CC=C5)F)Cl. Synergy scores: CSS=7.30, Synergy_ZIP=-0.832, Synergy_Bliss=2.49, Synergy_Loewe=-2.55, Synergy_HSA=0.00614. Drug 2: COC1=C2C(=CC3=C1OC=C3)C=CC(=O)O2. Cell line: IGROV1. (6) Drug 1: C1=CC(=CC=C1CCCC(=O)O)N(CCCl)CCCl. Drug 2: B(C(CC(C)C)NC(=O)C(CC1=CC=CC=C1)NC(=O)C2=NC=CN=C2)(O)O. Cell line: SR. Synergy scores: CSS=43.0, Synergy_ZIP=-3.65, Synergy_Bliss=-6.38, Synergy_Loewe=-7.13, Synergy_HSA=-3.10. (7) Drug 1: C1=CC(=CC=C1CCCC(=O)O)N(CCCl)CCCl. Drug 2: CCCCCOC(=O)NC1=NC(=O)N(C=C1F)C2C(C(C(O2)C)O)O. Cell line: HOP-62. Synergy scores: CSS=46.6, Synergy_ZIP=4.30, Synergy_Bliss=0.967, Synergy_Loewe=-18.5, Synergy_HSA=-0.807.